Dataset: Acute oral toxicity (LD50) regression data from Zhu et al.. Task: Regression/Classification. Given a drug SMILES string, predict its toxicity properties. Task type varies by dataset: regression for continuous values (e.g., LD50, hERG inhibition percentage) or binary classification for toxic/non-toxic outcomes (e.g., AMES mutagenicity, cardiotoxicity, hepatotoxicity). Dataset: ld50_zhu. (1) The drug is CC1=CCC(=C(C)C)CC1. The rat oral LD50 is 1.49, given as -log10 of the dose in mol/kg body weight (higher means more acutely toxic). (2) The rat oral LD50 is 1.80, given as -log10 of the dose in mol/kg body weight (higher means more acutely toxic). The drug is CC(C)(N1CC1C#N)N1CC1C(N)=O. (3) The compound is O=C1OCC2C1C1(Cl)C(Cl)=C(Cl)C2(Cl)C1(Cl)Cl. The rat oral LD50 is 3.53, given as -log10 of the dose in mol/kg body weight (higher means more acutely toxic).